This data is from Peptide-MHC class II binding affinity with 134,281 pairs from IEDB. The task is: Regression. Given a peptide amino acid sequence and an MHC pseudo amino acid sequence, predict their binding affinity value. This is MHC class II binding data. (1) The peptide sequence is IIGVLHQNFKDTSMQ. The MHC is DRB3_0101 with pseudo-sequence DRB3_0101. The binding affinity (normalized) is 0.274. (2) The peptide sequence is IEGGSLFIVPRFHVV. The MHC is DRB1_1104 with pseudo-sequence DRB1_1104. The binding affinity (normalized) is 0.918. (3) The peptide sequence is SEFIKFAEGRRGAAE. The MHC is DRB1_0901 with pseudo-sequence DRB1_0901. The binding affinity (normalized) is 0.532. (4) The peptide sequence is IGAGLIFPRFEQLLE. The MHC is HLA-DQA10102-DQB10602 with pseudo-sequence HLA-DQA10102-DQB10602. The binding affinity (normalized) is 0.180. (5) The peptide sequence is INEPTAAAIVYGLDR. The MHC is HLA-DQA10501-DQB10301 with pseudo-sequence HLA-DQA10501-DQB10301. The binding affinity (normalized) is 0.663. (6) The peptide sequence is AEEVEKIEKTEEPAP. The MHC is HLA-DQA10501-DQB10301 with pseudo-sequence HLA-DQA10501-DQB10301. The binding affinity (normalized) is 0.352.